From a dataset of Reaction yield outcomes from USPTO patents with 853,638 reactions. Predict the reaction yield, written as a fraction of the theoretical maximum amount of product (1.0 means a 100% yield; for example, 0.34 means a 34% yield). (1) The reactants are [CH2:1]([N:3]1[C:7]([C:8]2[CH:9]=[C:10]([C:13]([OH:15])=O)[S:11][CH:12]=2)=[C:6]([CH3:16])[CH:5]=[N:4]1)[CH3:2].F[P-](F)(F)(F)(F)F.Br[P+](N1CCCC1)(N1CCCC1)N1CCCC1.CCN(C(C)C)C(C)C.[NH2:50][C@@H:51]([CH2:64]/[C:65](/[C:69](/[C:72]([F:75])([F:74])[F:73])=[CH:70]\[CH3:71])=[CH:66]/[CH:67]=C)[CH2:52][N:53]1[C:61](=[O:62])[C:60]2[C:55](=[CH:56][CH:57]=[CH:58][CH:59]=2)[C:54]1=[O:63]. No catalyst specified. The product is [O:63]=[C:54]1[C:55]2[C:60](=[CH:59][CH:58]=[CH:57][CH:56]=2)[C:61](=[O:62])[N:53]1[CH2:52][C@@H:51]([NH:50][C:13]([C:10]1[S:11][CH:12]=[C:8]([C:7]2[N:3]([CH2:1][CH3:2])[N:4]=[CH:5][C:6]=2[CH3:16])[CH:9]=1)=[O:15])[CH2:64][C:65]1[CH:66]=[CH:67][CH:71]=[CH:70][C:69]=1[C:72]([F:74])([F:75])[F:73]. The yield is 0.630. (2) The reactants are [Cl:1][C:2]1[CH:7]=[CH:6][C:5]([C:8]([CH3:20])([CH3:19])[C:9]([NH:11][NH:12][C:13](=[O:18])[CH2:14][C:15](=O)[CH3:16])=[O:10])=[CH:4][CH:3]=1.[NH2:21][CH2:22][C:23]([C:25]1[CH:30]=[CH:29]C=CC=1)=O.[O-]S(C(F)(F)F)(=O)=O.[Yb+3].[O-]S(C(F)(F)F)(=O)=O.[O-]S([C:52](F)(F)F)(=O)=O.[CH2:56](OCC)[CH3:57]. The catalyst is C(O)C. The product is [Cl:1][C:2]1[CH:7]=[CH:6][C:5]([C:8]([CH3:20])([CH3:19])[C:9]([NH:11][NH:12][C:13]([C:14]2[C:56]([CH3:57])=[N:21][C:22]3[C:16]([C:15]=2[CH3:52])=[CH:29][CH:30]=[CH:25][CH:23]=3)=[O:18])=[O:10])=[CH:4][CH:3]=1. The yield is 0.910. (3) The reactants are [CH2:1]1[CH2:6][CH2:5][CH:4]([CH2:7][C@H:8](N)[C:9]([OH:11])=[O:10])[CH2:3][CH2:2]1.N([O-])=[O:14].[Na+]. The catalyst is OS(O)(=O)=O. The product is [OH:14][C@@H:8]([CH2:7][CH:4]1[CH2:5][CH2:6][CH2:1][CH2:2][CH2:3]1)[C:9]([OH:11])=[O:10]. The yield is 0.520. (4) The reactants are [NH2:1][CH:2]([C:6]1[CH:11]=[CH:10][CH:9]=[C:8]([Cl:12])[C:7]=1[Cl:13])[C:3]([OH:5])=[O:4].C(=O)(O)[O-].[Na+].[C:19](O[C:19]([O:21][C:22]([CH3:25])([CH3:24])[CH3:23])=[O:20])([O:21][C:22]([CH3:25])([CH3:24])[CH3:23])=[O:20].Cl. The catalyst is O1CCOCC1. The product is [C:22]([O:21][C:19]([NH:1][CH:2]([C:6]1[CH:11]=[CH:10][CH:9]=[C:8]([Cl:12])[C:7]=1[Cl:13])[C:3]([OH:5])=[O:4])=[O:20])([CH3:25])([CH3:24])[CH3:23]. The yield is 1.00. (5) The reactants are [O:1]=[CH:2][C:3]([O:5][CH2:6][CH3:7])=[O:4].[PH:8](=[O:15])([O:12][CH2:13][CH3:14])[O:9][CH2:10][CH3:11].O. The catalyst is C1(C)C=CC=CC=1.O.C1(C)C=CC(S(O)(=O)=O)=CC=1. The product is [CH2:10]([O:9][P:8]([CH:2]([OH:1])[C:3]([O:5][CH2:6][CH3:7])=[O:4])([O:12][CH2:13][CH3:14])=[O:15])[CH3:11]. The yield is 0.640.